From a dataset of Reaction yield outcomes from USPTO patents with 853,638 reactions. Predict the reaction yield, written as a fraction of the theoretical maximum amount of product (1.0 means a 100% yield; for example, 0.34 means a 34% yield). (1) The reactants are [Cl:8][C:7]([F:10])([F:9])[C:6](O[C:6](=[O:11])[C:7]([F:10])([F:9])[Cl:8])=[O:11].[NH2:14][C:15]1[N:20]=[C:19]([C:21]#[C:22][C:23]2[C:24]([NH:29][C:30]3[CH:35]=[CH:34][C:33]([O:36][CH2:37][C:38]4[CH:43]=[CH:42][CH:41]=[C:40]([F:44])[CH:39]=4)=[C:32]([Cl:45])[CH:31]=3)=[N:25][CH:26]=[N:27][CH:28]=2)[CH:18]=[CH:17][CH:16]=1.C([O-])(O)=O.[Na+]. The catalyst is C(Cl)Cl. The product is [Cl:8][C:7]([F:9])([F:10])[C:6]([NH:14][C:15]1[CH:16]=[CH:17][CH:18]=[C:19]([C:21]#[C:22][C:23]2[C:24]([NH:29][C:30]3[CH:35]=[CH:34][C:33]([O:36][CH2:37][C:38]4[CH:43]=[CH:42][CH:41]=[C:40]([F:44])[CH:39]=4)=[C:32]([Cl:45])[CH:31]=3)=[N:25][CH:26]=[N:27][CH:28]=2)[N:20]=1)=[O:11]. The yield is 0.570. (2) The reactants are [CH2:1]([S:8][C:9]1[CH:10]=[C:11]2[C:16](=[CH:17][CH:18]=1)[N:15]([C:19]1[CH:24]=[C:23]([Cl:25])[C:22](Br)=[CH:21][C:20]=1[O:27][CH3:28])[C:14](=[O:29])[CH:13]=[CH:12]2)[C:2]1[CH:7]=[CH:6][CH:5]=[CH:4][CH:3]=1.[F:30][C:31]1[CH:32]=[C:33](B(O)O)[CH:34]=[CH:35][CH:36]=1.C(=O)([O-])[O-].[K+].[K+]. The catalyst is C1C=CC([P]([Pd]([P](C2C=CC=CC=2)(C2C=CC=CC=2)C2C=CC=CC=2)([P](C2C=CC=CC=2)(C2C=CC=CC=2)C2C=CC=CC=2)[P](C2C=CC=CC=2)(C2C=CC=CC=2)C2C=CC=CC=2)(C2C=CC=CC=2)C2C=CC=CC=2)=CC=1. The product is [CH2:1]([S:8][C:9]1[CH:10]=[C:11]2[C:16](=[CH:17][CH:18]=1)[N:15]([C:19]1[C:20]([O:27][CH3:28])=[CH:21][C:22]([C:35]3[CH:34]=[CH:33][CH:32]=[C:31]([F:30])[CH:36]=3)=[C:23]([Cl:25])[CH:24]=1)[C:14](=[O:29])[CH:13]=[CH:12]2)[C:2]1[CH:7]=[CH:6][CH:5]=[CH:4][CH:3]=1. The yield is 0.810. (3) The reactants are [C:1](Cl)([CH3:3])=[O:2].[C:5]([SiH2:9][O:10][C:11]([CH3:23])([CH3:22])[C:12]1[CH:13]=[C:14]([CH2:19][CH2:20][NH2:21])[CH:15]=[CH:16][C:17]=1[Cl:18])([CH3:8])([CH3:7])[CH3:6].CCN(C(C)C)C(C)C.[NH4+].[Cl-]. The catalyst is C(Cl)Cl. The product is [C:5]([SiH2:9][O:10][C:11]([CH3:23])([CH3:22])[C:12]1[CH:13]=[C:14]([CH2:19][CH2:20][NH:21][C:1](=[O:2])[CH3:3])[CH:15]=[CH:16][C:17]=1[Cl:18])([CH3:8])([CH3:7])[CH3:6]. The yield is 0.660. (4) The reactants are Cl[C:2]1[N:7]=[C:6]([N:8]2[CH2:13][CH2:12][O:11][CH2:10][C@H:9]2[CH3:14])[CH:5]=[C:4]([C:15]2([S:18]([CH:21]3[CH2:23][CH2:22]3)(=[O:20])=[O:19])[CH2:17][CH2:16]2)[N:3]=1.C(=O)([O-])[O-].[Na+].[Na+].[NH:30]1[C:38]2[C:33](=[C:34](B(O)O)[CH:35]=[CH:36][CH:37]=2)[CH:32]=[CH:31]1. The catalyst is COCCOC.O.CCOC(C)=O.Cl[Pd](Cl)([P](C1C=CC=CC=1)(C1C=CC=CC=1)C1C=CC=CC=1)[P](C1C=CC=CC=1)(C1C=CC=CC=1)C1C=CC=CC=1. The product is [CH:21]1([S:18]([C:15]2([C:4]3[CH:5]=[C:6]([N:8]4[CH2:13][CH2:12][O:11][CH2:10][C@H:9]4[CH3:14])[N:7]=[C:2]([C:34]4[CH:35]=[CH:36][CH:37]=[C:38]5[C:33]=4[CH:32]=[CH:31][NH:30]5)[N:3]=3)[CH2:17][CH2:16]2)(=[O:20])=[O:19])[CH2:23][CH2:22]1. The yield is 0.380. (5) The reactants are [CH2:1]([N:5]1[C:13](=[O:14])[N:8]2[CH:9]=[CH:10][CH:11]=[CH:12][C:7]2=[N:6]1)[CH2:2][C:3]#[CH:4].Br[C:16]1[CH:21]=[CH:20][CH:19]=[C:18]([CH2:22][F:23])[N:17]=1. No catalyst specified. The product is [F:23][CH2:22][C:18]1[N:17]=[C:16]([C:4]#[C:3][CH2:2][CH2:1][N:5]2[C:13](=[O:14])[N:8]3[CH:9]=[CH:10][CH:11]=[CH:12][C:7]3=[N:6]2)[CH:21]=[CH:20][CH:19]=1. The yield is 0.180. (6) The reactants are [C:1]([O:7][CH2:8][CH3:9])(=[O:6])[CH2:2][C:3]([CH3:5])=O.[F:10][C:11]1[CH:18]=[C:17]([Br:19])[CH:16]=[CH:15][C:12]=1[CH:13]=O.[NH4+:20].[OH-:21]. The catalyst is CCO.C(Cl)Cl. The product is [Br:19][C:17]1[CH:16]=[CH:15][C:12]([CH:13]2[C:2]([C:1]([O:7][CH2:8][CH3:9])=[O:6])=[C:3]([CH3:5])[NH:20][C:3]([CH3:5])=[C:2]2[C:1]([O:7][CH2:8][CH3:9])=[O:21])=[C:11]([F:10])[CH:18]=1. The yield is 0.580. (7) The product is [Br:1][C:2]1[CH:3]=[C:4]([CH2:8][NH2:9])[CH:5]=[N:6][CH:7]=1. The catalyst is CCO. The reactants are [Br:1][C:2]1[CH:3]=[C:4]([CH2:8][N:9]2C(=O)C3C(=CC=CC=3)C2=O)[CH:5]=[N:6][CH:7]=1.O.NN. The yield is 0.977. (8) The reactants are [CH3:1][O:2][C:3](=[O:15])[C:4]1[CH:9]=[CH:8][C:7]([CH2:10][NH:11][CH:12]=O)=[N:6][C:5]=1[Cl:14].O(Cl)Cl.[P+5].[OH-].[Na+]. The catalyst is C1(C)C=CC=CC=1.C(OCC)(=O)C. The product is [CH3:1][O:2][C:3]([C:4]1[CH:9]=[CH:8][C:7]2[N:6]([CH:12]=[N:11][CH:10]=2)[C:5]=1[Cl:14])=[O:15]. The yield is 0.880.